Dataset: Forward reaction prediction with 1.9M reactions from USPTO patents (1976-2016). Task: Predict the product of the given reaction. (1) Given the reactants [CH:1]1([CH2:4][C:5]([NH:7][NH:8][C:9]2[N:10]=[N:11][CH:12]=[C:13]([N:19]3[CH2:24][CH2:23][CH:22]([C:25]4[C:30]([O:31][CH3:32])=[CH:29][CH:28]=[CH:27][C:26]=4[F:33])[CH2:21][CH2:20]3)[C:14]=2[C:15]([F:18])([F:17])[F:16])=O)[CH2:3][CH2:2]1.C1(P(C2C=CC=CC=2)C2C=CC=CC=2)C=CC=CC=1.N([Si](C)(C)C)=[N+]=[N-].CCOC(/N=N/C(OCC)=O)=O.C1(C)C=CC=CC=1, predict the reaction product. The product is: [CH:1]1([CH2:4][C:5]2[N:10]3[N:11]=[CH:12][C:13]([N:19]4[CH2:24][CH2:23][CH:22]([C:25]5[C:30]([O:31][CH3:32])=[CH:29][CH:28]=[CH:27][C:26]=5[F:33])[CH2:21][CH2:20]4)=[C:14]([C:15]([F:16])([F:18])[F:17])[C:9]3=[N:8][N:7]=2)[CH2:3][CH2:2]1. (2) Given the reactants [F:1][C:2]([F:41])([F:40])[C:3]1[CH:4]=[C:5]([CH:33]=[C:34]([C:36]([F:39])([F:38])[F:37])[CH:35]=1)[CH2:6][N:7]1[C:11]([C:12]2[CH:17]=[CH:16][CH:15]=[CH:14][CH:13]=2)=[C:10]([C:18]2[N:19]([CH2:25][C:26]3[CH:31]=[CH:30][CH:29]=[CH:28][C:27]=3[Cl:32])[C:20]([CH2:23][OH:24])=[N:21][N:22]=2)[N:9]=[N:8]1.O, predict the reaction product. The product is: [F:41][C:2]([F:1])([F:40])[C:3]1[CH:4]=[C:5]([CH:33]=[C:34]([C:36]([F:38])([F:37])[F:39])[CH:35]=1)[CH2:6][N:7]1[C:11]([C:12]2[CH:17]=[CH:16][CH:15]=[CH:14][CH:13]=2)=[C:10]([C:18]2[N:19]([CH2:25][C:26]3[CH:31]=[CH:30][CH:29]=[CH:28][C:27]=3[Cl:32])[C:20]([CH:23]=[O:24])=[N:21][N:22]=2)[N:9]=[N:8]1. (3) Given the reactants [Br:1][C:2]1[CH:8]=[CH:7][C:5]([NH2:6])=[CH:4][CH:3]=1.[Cl-].[F:10][C:11]1[CH:16]=[CH:15][C:14]([N+]#N)=[CH:13][CH:12]=1, predict the reaction product. The product is: [Br:1][C:2]1[CH:8]=[C:7]([C:14]2[CH:15]=[CH:16][C:11]([F:10])=[CH:12][CH:13]=2)[C:5]([NH2:6])=[CH:4][CH:3]=1. (4) Given the reactants [CH2:1]([N:3]1[CH:7]=[C:6]([C:8]2[S:16][C:15]3[C:10](=[N:11][CH:12]=[CH:13][C:14]=3[O:17][C:18]3[CH:23]=[CH:22][C:21]([NH2:24])=[CH:20][C:19]=3[F:25])[CH:9]=2)[N:5]=[CH:4]1)[CH3:2].C(N1C=C(C2SC3C(=NC=CC=3OC3C=CC(NC(NC(=O)CC4C=CC=CC=4F)=S)=CC=3F)C=2)N=C1)C.[CH3:64][O:65][C:66]1[CH:71]=[CH:70][CH:69]=[CH:68][C:67]=1[CH2:72][C:73]([N:75]=[C:76]=[S:77])=[O:74], predict the reaction product. The product is: [CH2:1]([N:3]1[CH:7]=[C:6]([C:8]2[S:16][C:15]3[C:10](=[N:11][CH:12]=[CH:13][C:14]=3[O:17][C:18]3[CH:23]=[CH:22][C:21]([NH:24][C:76]([NH:75][C:73](=[O:74])[CH2:72][C:67]4[CH:68]=[CH:69][CH:70]=[CH:71][C:66]=4[O:65][CH3:64])=[S:77])=[CH:20][C:19]=3[F:25])[CH:9]=2)[N:5]=[CH:4]1)[CH3:2]. (5) Given the reactants C[N:2]1[CH2:7][CH2:6]O[CH2:4][CH2:3]1.[Cl:8][C:9]1[CH:10]=[C:11]2[C:16](=[CH:17][CH:18]=1)[CH:15]=[C:14]([C:19]([OH:21])=O)[CH:13]=[CH:12]2.F[P-](F)(F)(F)(F)F.N1(OC(N(C)C)=[N+](C)C)C2[N:34]=[CH:35][CH:36]=[CH:37][C:32]=2N=N1.[NH:46]1[C:50]2[CH:51]=[CH:52][C:53]([C:55]([OH:57])=O)=[CH:54][C:49]=2[N:48]=[N:47]1, predict the reaction product. The product is: [NH:46]1[C:50]2[CH:51]=[CH:52][C:53]([C:55]([N:34]3[CH2:35][C@@H:36]4[C@@H:6]5[C@H:4]([C@@H:37]4[CH2:32]3)[CH2:3][N:2]([C:19]([C:14]3[CH:13]=[CH:12][C:11]4[C:16](=[CH:17][CH:18]=[C:9]([Cl:8])[CH:10]=4)[CH:15]=3)=[O:21])[CH2:7]5)=[O:57])=[CH:54][C:49]=2[N:48]=[N:47]1. (6) Given the reactants [CH3:1][N:2]1[C:11]2[NH:10][C:9]3[CH:12]=[C:13]([CH3:16])[CH:14]=[CH:15][C:8]=3[N:7]([C:17]([C:19]3[CH:26]=[CH:25][C:22]([C:23]#[N:24])=[C:21]([CH3:27])[CH:20]=3)=[O:18])[CH2:6][C:5]=2[CH:4]=[N:3]1.CC1C=C2N=C3C(=NC(NC3=O)=O)N(C[C@H](O)[C@H](O)[C@H](O)CO)C2=CC=1C.N1CCCC(=O)C2C=CC=CC1=2.[BH4-].[Na+].[NH4+].[Cl-], predict the reaction product. The product is: [NH2:24][CH2:23][C:22]1[CH:25]=[CH:26][C:19]([C:17]([N:7]2[CH2:6][C:5]3[CH:4]=[N:3][N:2]([CH3:1])[C:11]=3[NH:10][C:9]3[CH:12]=[C:13]([CH3:16])[CH:14]=[CH:15][C:8]2=3)=[O:18])=[CH:20][C:21]=1[CH3:27]. (7) Given the reactants [CH3:1][O:2][CH2:3][CH2:4][CH2:5][N:6]1[C:11]2[CH:12]=[C:13]([CH2:16][O:17][C@H:18]3[CH2:23][N:22]([S:24]([C:27]4[CH:32]=[CH:31][C:30]([CH3:33])=[CH:29][CH:28]=4)(=[O:26])=[O:25])[C@H:21]([CH2:34][C:35]([CH3:40])([CH3:39])[C:36]([OH:38])=O)[CH2:20][CH2:19]3)[CH:14]=[CH:15][C:10]=2[O:9][C:8]([CH3:42])([CH3:41])[CH2:7]1.[CH3:43][O:44][C@@H:45]1[C@@H:50]([CH2:51][NH2:52])[CH2:49][CH2:48][O:47][CH2:46]1, predict the reaction product. The product is: [CH3:1][O:2][CH2:3][CH2:4][CH2:5][N:6]1[C:11]2[CH:12]=[C:13]([CH2:16][O:17][C@H:18]3[CH2:23][N:22]([S:24]([C:27]4[CH:32]=[CH:31][C:30]([CH3:33])=[CH:29][CH:28]=4)(=[O:26])=[O:25])[C@H:21]([CH2:34][C:35]([CH3:39])([CH3:40])[C:36]([NH:52][CH2:51][C@H:50]4[CH2:49][CH2:48][O:47][CH2:46][C@@H:45]4[O:44][CH3:43])=[O:38])[CH2:20][CH2:19]3)[CH:14]=[CH:15][C:10]=2[O:9][C:8]([CH3:41])([CH3:42])[CH2:7]1. (8) Given the reactants Cl[C:2]1[CH:3]=[C:4]([CH:9]=[CH:10][N:11]=1)[C:5]([O:7][CH3:8])=[O:6].C(=O)([O-])[O-].[K+].[K+].CC1(C)C(C)(C)OB([C:26]2[CH:31]=[CH:30][C:29]([C:32]([F:35])([F:34])[F:33])=[C:28]([CH3:36])[CH:27]=2)O1, predict the reaction product. The product is: [CH3:36][C:28]1[CH:27]=[C:26]([C:2]2[CH:3]=[C:4]([CH:9]=[CH:10][N:11]=2)[C:5]([O:7][CH3:8])=[O:6])[CH:31]=[CH:30][C:29]=1[C:32]([F:33])([F:34])[F:35]. (9) Given the reactants [Cl:1][C:2]1[CH:3]=[CH:4][C:5]([C:9]2[N:13]([CH2:14][CH:15]3[CH2:20][CH2:19][CH2:18][CH2:17][CH2:16]3)[C:12]3[CH:21]=[C:22]([F:26])[C:23]([F:25])=[CH:24][C:11]=3[N:10]=2)=[C:6]([NH2:8])[CH:7]=1.C[Si]([N-][Si](C)(C)C)(C)C.[Li+].C[O:38][C:39](=O)[C:40]1[CH:45]=[CH:44][C:43]([C:46]2[NH:50][N:49]=[N:48][N:47]=2)=[CH:42][C:41]=1[F:51], predict the reaction product. The product is: [Cl:1][C:2]1[CH:3]=[CH:4][C:5]([C:9]2[N:13]([CH2:14][CH:15]3[CH2:16][CH2:17][CH2:18][CH2:19][CH2:20]3)[C:12]3[CH:21]=[C:22]([F:26])[C:23]([F:25])=[CH:24][C:11]=3[N:10]=2)=[C:6]([NH:8][C:39](=[O:38])[C:40]2[CH:45]=[CH:44][C:43]([C:46]3[NH:50][N:49]=[N:48][N:47]=3)=[CH:42][C:41]=2[F:51])[CH:7]=1.